This data is from Catalyst prediction with 721,799 reactions and 888 catalyst types from USPTO. The task is: Predict which catalyst facilitates the given reaction. (1) Reactant: [CH2:1]([N:8]1[CH2:14][CH:13]2[C:15](=O)[CH:10]([CH2:11][CH2:12]2)[CH2:9]1)[C:2]1[CH:7]=[CH:6][CH:5]=[CH:4][CH:3]=1.[CH3:17][NH:18][CH3:19]. Product: [CH2:1]([N:8]1[CH2:14][CH:13]2[CH:15]([N:18]([CH3:19])[CH3:17])[CH:10]([CH2:11][CH2:12]2)[CH2:9]1)[C:2]1[CH:7]=[CH:6][CH:5]=[CH:4][CH:3]=1. The catalyst class is: 2. (2) Reactant: [NH2:1][C:2]1[CH:3]=[C:4]2[C:8](=[CH:9][CH:10]=1)[N:7](C(OC(C)(C)C)=O)[N:6]=[C:5]2[C:18]1[CH:23]=[CH:22][CH:21]=[C:20]([F:24])[CH:19]=1.[CH2:25]([N:27]=[C:28]=[O:29])[CH3:26].Cl.C(=O)([O-])O.[Na+]. Product: [CH2:25]([NH:27][C:28]([NH:1][C:2]1[CH:3]=[C:4]2[C:8](=[CH:9][CH:10]=1)[NH:7][N:6]=[C:5]2[C:18]1[CH:23]=[CH:22][CH:21]=[C:20]([F:24])[CH:19]=1)=[O:29])[CH3:26]. The catalyst class is: 7.